Dataset: NCI-60 drug combinations with 297,098 pairs across 59 cell lines. Task: Regression. Given two drug SMILES strings and cell line genomic features, predict the synergy score measuring deviation from expected non-interaction effect. (1) Drug 1: CC12CCC3C(C1CCC2=O)CC(=C)C4=CC(=O)C=CC34C. Drug 2: C1=CC(=C2C(=C1NCCNCCO)C(=O)C3=C(C=CC(=C3C2=O)O)O)NCCNCCO. Cell line: SK-MEL-28. Synergy scores: CSS=51.9, Synergy_ZIP=3.96, Synergy_Bliss=2.80, Synergy_Loewe=-7.58, Synergy_HSA=6.46. (2) Drug 1: CC(C)CN1C=NC2=C1C3=CC=CC=C3N=C2N. Drug 2: C1C(C(OC1N2C=NC3=C2NC=NCC3O)CO)O. Cell line: LOX IMVI. Synergy scores: CSS=3.47, Synergy_ZIP=-2.49, Synergy_Bliss=0.268, Synergy_Loewe=-0.605, Synergy_HSA=-0.688. (3) Synergy scores: CSS=-0.298, Synergy_ZIP=1.28, Synergy_Bliss=3.71, Synergy_Loewe=-0.456, Synergy_HSA=-0.282. Cell line: PC-3. Drug 1: CC1=CC=C(C=C1)C2=CC(=NN2C3=CC=C(C=C3)S(=O)(=O)N)C(F)(F)F. Drug 2: COCCOC1=C(C=C2C(=C1)C(=NC=N2)NC3=CC=CC(=C3)C#C)OCCOC.Cl. (4) Drug 1: C1=CC(=CC=C1CC(C(=O)O)N)N(CCCl)CCCl.Cl. Drug 2: CCC1(C2=C(COC1=O)C(=O)N3CC4=CC5=C(C=CC(=C5CN(C)C)O)N=C4C3=C2)O.Cl. Cell line: BT-549. Synergy scores: CSS=20.0, Synergy_ZIP=-10.3, Synergy_Bliss=1.25, Synergy_Loewe=-8.72, Synergy_HSA=1.28. (5) Drug 1: COC1=C(C=C2C(=C1)N=CN=C2NC3=CC(=C(C=C3)F)Cl)OCCCN4CCOCC4. Drug 2: CN(CC1=CN=C2C(=N1)C(=NC(=N2)N)N)C3=CC=C(C=C3)C(=O)NC(CCC(=O)O)C(=O)O. Cell line: EKVX. Synergy scores: CSS=28.7, Synergy_ZIP=-4.85, Synergy_Bliss=-4.69, Synergy_Loewe=1.23, Synergy_HSA=1.66. (6) Drug 1: CC1OCC2C(O1)C(C(C(O2)OC3C4COC(=O)C4C(C5=CC6=C(C=C35)OCO6)C7=CC(=C(C(=C7)OC)O)OC)O)O. Drug 2: C1=CC=C(C=C1)NC(=O)CCCCCCC(=O)NO. Cell line: SNB-75. Synergy scores: CSS=17.7, Synergy_ZIP=0.688, Synergy_Bliss=3.60, Synergy_Loewe=3.52, Synergy_HSA=6.06. (7) Drug 1: CC1=C2C(C(=O)C3(C(CC4C(C3C(C(C2(C)C)(CC1OC(=O)C(C(C5=CC=CC=C5)NC(=O)OC(C)(C)C)O)O)OC(=O)C6=CC=CC=C6)(CO4)OC(=O)C)OC)C)OC. Drug 2: C1C(C(OC1N2C=NC(=NC2=O)N)CO)O. Cell line: SK-OV-3. Synergy scores: CSS=42.7, Synergy_ZIP=8.59, Synergy_Bliss=7.07, Synergy_Loewe=-22.5, Synergy_HSA=6.44.